From a dataset of Forward reaction prediction with 1.9M reactions from USPTO patents (1976-2016). Predict the product of the given reaction. Given the reactants [C:1](O)(=O)C.C(N)=N.C([O-])(=O)C.COCCO.[NH2:17][C:18]1[CH:46]=[CH:45][CH:44]=[CH:43][C:19]=1[NH:20][C:21]1[CH:33]=[CH:32][C:24]([C:25]([O:27][C:28]([CH3:31])([CH3:30])[CH3:29])=[O:26])=[C:23]([NH:34][C:35](=[O:42])[C:36]2[CH:41]=[CH:40][CH:39]=[CH:38][CH:37]=2)[CH:22]=1, predict the reaction product. The product is: [C:35]([NH:34][C:23]1[CH:22]=[C:21]([N:20]2[C:19]3[CH:43]=[CH:44][CH:45]=[CH:46][C:18]=3[N:17]=[CH:1]2)[CH:33]=[CH:32][C:24]=1[C:25]([O:27][C:28]([CH3:29])([CH3:30])[CH3:31])=[O:26])(=[O:42])[C:36]1[CH:37]=[CH:38][CH:39]=[CH:40][CH:41]=1.